Dataset: Forward reaction prediction with 1.9M reactions from USPTO patents (1976-2016). Task: Predict the product of the given reaction. (1) Given the reactants [N+:1]([O-:4])(O)=[O:2].[CH3:5][CH:6]([CH3:15])[C:7]([C:9]1[CH:14]=[CH:13][CH:12]=[CH:11][CH:10]=1)=[O:8].[N+]([O-])(O)=O.S(=O)(=O)(O)O, predict the reaction product. The product is: [CH3:5][CH:6]([CH3:15])[C:7]([C:9]1[CH:14]=[CH:13][CH:12]=[C:11]([N+:1]([O-:4])=[O:2])[CH:10]=1)=[O:8]. (2) The product is: [F:1][C:2]1[CH:3]=[CH:4][C:5]([C:8]2[N:9]=[CH:10][C:11]([CH:14]=[CH:15][C:16]([NH:19][C:20]3[S:21][CH:22]=[CH:23][N:24]=3)=[O:18])=[CH:12][N:13]=2)=[CH:6][CH:7]=1. Given the reactants [F:1][C:2]1[CH:7]=[CH:6][C:5]([C:8]2[N:13]=[CH:12][C:11]([CH:14]=[CH:15][C:16]([OH:18])=O)=[CH:10][N:9]=2)=[CH:4][CH:3]=1.[NH2:19][C:20]1[S:21][CH:22]=[CH:23][N:24]=1.CN(C(ON1N=NC2C=CC=NC1=2)=[N+](C)C)C.F[P-](F)(F)(F)(F)F.C(N(CC)CC)C, predict the reaction product. (3) Given the reactants Br[C:2]1[CH:24]=[CH:23][C:5]2[N:6]=[C:7]([O:9][CH:10]3[CH2:15][CH2:14][N:13]([C:16]4[N:21]=[CH:20][C:19]([F:22])=[CH:18][N:17]=4)[CH2:12][CH2:11]3)[S:8][C:4]=2[CH:3]=1.CC1(C)C(C)(C)OB([C:33]2[CH2:38][CH2:37][N:36]([C:39]([O:41][C:42]([CH3:45])([CH3:44])[CH3:43])=[O:40])[CH2:35][CH:34]=2)O1.C(=O)([O-])[O-].[K+].[K+], predict the reaction product. The product is: [F:22][C:19]1[CH:18]=[N:17][C:16]([N:13]2[CH2:14][CH2:15][CH:10]([O:9][C:7]3[S:8][C:4]4[CH:3]=[C:2]([C:33]5[CH2:38][CH2:37][N:36]([C:39]([O:41][C:42]([CH3:45])([CH3:44])[CH3:43])=[O:40])[CH2:35][CH:34]=5)[CH:24]=[CH:23][C:5]=4[N:6]=3)[CH2:11][CH2:12]2)=[N:21][CH:20]=1.